This data is from Full USPTO retrosynthesis dataset with 1.9M reactions from patents (1976-2016). The task is: Predict the reactants needed to synthesize the given product. (1) Given the product [CH:20]([C:17]1[N:16]=[C:15]([CH2:14][N:5]2[C:1](=[O:11])[C:2]3[C:3](=[CH:7][CH:8]=[CH:9][CH:10]=3)[C:4]2=[O:6])[O:19][N:18]=1)([CH3:22])[CH3:21], predict the reactants needed to synthesize it. The reactants are: [C:1]1(=[O:11])[NH:5][C:4](=[O:6])[C:3]2=[CH:7][CH:8]=[CH:9][CH:10]=[C:2]12.[K].Cl[CH2:14][C:15]1[O:19][N:18]=[C:17]([CH:20]([CH3:22])[CH3:21])[N:16]=1.O. (2) Given the product [CH3:1][O:2][C:3]1[N:8]=[C:7]([O:9][CH:10]2[CH2:27][CH:26]3[CH:12]([C:13](=[O:33])[N:14]([CH3:32])[CH2:15][CH2:16][CH2:17][CH2:18][CH:19]=[CH:20][CH:21]4[C:23]([C:29]([NH:49][S:46]([C:43]5([CH3:42])[CH2:45][CH2:44]5)(=[O:48])=[O:47])=[O:30])([NH:24][C:25]3=[O:28])[CH2:22]4)[CH2:11]2)[CH:6]=[C:5]([C:34]2[CH:39]=[CH:38][CH:37]=[C:36]([O:40][CH3:41])[CH:35]=2)[N:4]=1, predict the reactants needed to synthesize it. The reactants are: [CH3:1][O:2][C:3]1[N:8]=[C:7]([O:9][CH:10]2[CH2:27][CH:26]3[CH:12]([C:13](=[O:33])[N:14]([CH3:32])[CH2:15][CH2:16][CH2:17][CH2:18][CH:19]=[CH:20][CH:21]4[C:23]([C:29](O)=[O:30])([NH:24][C:25]3=[O:28])[CH2:22]4)[CH2:11]2)[CH:6]=[C:5]([C:34]2[CH:39]=[CH:38][CH:37]=[C:36]([O:40][CH3:41])[CH:35]=2)[N:4]=1.[CH3:42][C:43]1([S:46]([NH2:49])(=[O:48])=[O:47])[CH2:45][CH2:44]1.